From a dataset of Forward reaction prediction with 1.9M reactions from USPTO patents (1976-2016). Predict the product of the given reaction. (1) Given the reactants C([O:5][C:6](=[O:33])[CH2:7][N:8]1[C:16]2[C:11](=[CH:12][CH:13]=[C:14]([Cl:18])[C:15]=2[F:17])[C:10]([S:19][C:20]2[C:21]([F:31])=[C:22]([CH:28]=[CH:29][CH:30]=2)[C:23]([O:25][CH2:26][CH3:27])=[O:24])=[C:9]1[CH3:32])(C)(C)C.C(O)(C(F)(F)F)=O, predict the reaction product. The product is: [Cl:18][C:14]1[C:15]([F:17])=[C:16]2[C:11]([C:10]([S:19][C:20]3[CH:30]=[CH:29][CH:28]=[C:22]([C:23]([O:25][CH2:26][CH3:27])=[O:24])[C:21]=3[F:31])=[C:9]([CH3:32])[N:8]2[CH2:7][C:6]([OH:33])=[O:5])=[CH:12][CH:13]=1. (2) The product is: [OH:1][CH2:2][C:3]([N:5]([CH3:6])[CH2:7][CH2:8][O:9][C:10]1[CH:19]=[CH:18][CH:17]=[C:16]2[C:11]=1[C:12]([NH:20][C:21]1[CH:26]=[CH:25][C:24]([O:27][CH2:36][C:31]3[CH:32]=[CH:33][CH:34]=[CH:35][N:30]=3)=[C:23]([CH3:28])[CH:22]=1)=[N:13][CH:14]=[N:15]2)=[O:4]. Given the reactants [OH:1][CH2:2][C:3]([N:5]([CH2:7][CH2:8][O:9][C:10]1[CH:19]=[CH:18][CH:17]=[C:16]2[C:11]=1[C:12]([NH:20][C:21]1[CH:26]=[CH:25][C:24]([OH:27])=[C:23]([CH3:28])[CH:22]=1)=[N:13][CH:14]=[N:15]2)[CH3:6])=[O:4].Cl.[N:30]1[CH:35]=[CH:34][CH:33]=[CH:32][C:31]=1[CH2:36]Cl.C(=O)([O-])[O-].[K+].[K+].C1OCCOCCOCCOCCOCCOC1, predict the reaction product. (3) Given the reactants Cl.CN.C[O:5][C:6]([C:8]1[NH:9][C:10]2[CH:11]=[C:12]([NH:22][C:23]([O:25][C:26]([CH3:29])([CH3:28])[CH3:27])=[O:24])[CH:13]=[C:14]3[C:20](=[O:21])[NH:19][N:18]=[CH:17][C:16]=1[C:15]=23)=O.[CH2:30]([N:32](CC)CC)C, predict the reaction product. The product is: [C:26]([O:25][C:23](=[O:24])[NH:22][C:12]1[CH:13]=[C:14]2[C:20](=[O:21])[NH:19][N:18]=[CH:17][C:16]3=[C:8]([C:6](=[O:5])[NH:32][CH3:30])[NH:9][C:10]([CH:11]=1)=[C:15]23)([CH3:28])([CH3:27])[CH3:29].